From a dataset of Peptide-MHC class I binding affinity with 185,985 pairs from IEDB/IMGT. Regression. Given a peptide amino acid sequence and an MHC pseudo amino acid sequence, predict their binding affinity value. This is MHC class I binding data. The peptide sequence is TIINSSLHY. The MHC is SLA-10401 with pseudo-sequence SLA-10401. The binding affinity (normalized) is 0.521.